This data is from Retrosynthesis with 50K atom-mapped reactions and 10 reaction types from USPTO. The task is: Predict the reactants needed to synthesize the given product. (1) Given the product CC(CN)N1CCC(C(=O)c2ccc(F)cc2)CC1, predict the reactants needed to synthesize it. The reactants are: CC(C#N)N1CCC(C(=O)c2ccc(F)cc2)CC1. (2) The reactants are: CCCCC=O.Nc1cccc2c1CN(C1CCC(=O)NC1=O)C2=O. Given the product CCCCCNc1cccc2c1CN(C1CCC(=O)NC1=O)C2=O, predict the reactants needed to synthesize it.